From a dataset of Full USPTO retrosynthesis dataset with 1.9M reactions from patents (1976-2016). Predict the reactants needed to synthesize the given product. Given the product [Cl:13][C:14]1[CH:15]=[CH:16][C:17]([C:20]2[O:28][C:27]3[CH:26]=[CH:25][N:24]([C:29]4[CH:34]=[CH:33][C:32]([O:35][CH2:64][C:60]5([CH2:58][CH3:59])[CH2:63][O:62][CH2:61]5)=[C:31]([O:36][CH3:37])[CH:30]=4)[C:23](=[O:38])[C:22]=3[CH:21]=2)=[CH:18][CH:19]=1, predict the reactants needed to synthesize it. The reactants are: CCOC(/N=N/C(OCC)=O)=O.[Cl:13][C:14]1[CH:19]=[CH:18][C:17]([C:20]2[O:28][C:27]3[CH:26]=[CH:25][N:24]([C:29]4[CH:34]=[CH:33][C:32]([OH:35])=[C:31]([O:36][CH3:37])[CH:30]=4)[C:23](=[O:38])[C:22]=3[CH:21]=2)=[CH:16][CH:15]=1.C1(P(C2C=CC=CC=2)C2C=CC=CC=2)C=CC=CC=1.[CH2:58]([C:60]1([CH2:64]O)[CH2:63][O:62][CH2:61]1)[CH3:59].